Predict the reactants needed to synthesize the given product. From a dataset of Full USPTO retrosynthesis dataset with 1.9M reactions from patents (1976-2016). (1) Given the product [CH2:7]1[C:6]2([CH2:9][C:2](=[O:1])[CH2:3][CH2:4][NH:5]2)[CH2:8]1, predict the reactants needed to synthesize it. The reactants are: [O:1]=[C:2]1[CH2:9][C:6]2([CH2:8][CH2:7]2)[NH:5][CH2:4][CH:3]1C(OCC)=O. (2) Given the product [ClH:36].[ClH:36].[CH:1]1([C:4]2[CH:8]=[C:7]([CH:9]3[CH2:11][CH2:10]3)[N:6]([C:12]3[N:17]=[CH:16][C:15]([NH:18][C:19](=[O:26])[C:20]4[CH:21]=[CH:22][N:23]=[CH:24][CH:25]=4)=[CH:14][CH:13]=3)[N:5]=2)[CH2:2][CH2:3]1, predict the reactants needed to synthesize it. The reactants are: [CH:1]1([C:4]2[CH:8]=[C:7]([CH:9]3[CH2:11][CH2:10]3)[N:6]([C:12]3[N:17]=[CH:16][C:15]([NH:18][C:19](=[O:26])[C:20]4[CH:25]=[CH:24][N:23]=[CH:22][CH:21]=4)=[CH:14][CH:13]=3)[N:5]=2)[CH2:3][CH2:2]1.C(O)(=O)C1C=CN=CC=1.[ClH:36]. (3) Given the product [F:1][C:2]1[CH:7]=[C:6]([C:8]([F:10])([F:11])[F:9])[CH:5]=[CH:4][C:3]=1[C:12]1[N:17]=[CH:16][N:15]=[C:14]([NH:18][C:19]2[CH:20]=[C:21]3[C:25](=[CH:26][CH:27]=2)[NH:24][CH:23]=[CH:22]3)[C:13]=1[NH2:28], predict the reactants needed to synthesize it. The reactants are: [F:1][C:2]1[CH:7]=[C:6]([C:8]([F:11])([F:10])[F:9])[CH:5]=[CH:4][C:3]=1[C:12]1[N:17]=[CH:16][N:15]=[C:14]([NH:18][C:19]2[CH:20]=[C:21]3[C:25](=[CH:26][CH:27]=2)[NH:24][CH:23]=[CH:22]3)[C:13]=1[N+:28]([O-])=O. (4) Given the product [OH:36][C@@H:33]1[CH2:34][CH2:35][C@H:30]([N:29]([CH3:28])[C:8]([NH:9][C:10]2[S:11][C:12]3[C:13]([N:21]4[CH2:26][CH2:25][O:24][CH2:23][CH2:22]4)=[N:14][CH:15]=[C:16]([O:19][CH3:20])[C:17]=3[N:18]=2)=[O:27])[CH2:31][CH2:32]1, predict the reactants needed to synthesize it. The reactants are: C1(O[C:8](=[O:27])[NH:9][C:10]2[S:11][C:12]3[C:13]([N:21]4[CH2:26][CH2:25][O:24][CH2:23][CH2:22]4)=[N:14][CH:15]=[C:16]([O:19][CH3:20])[C:17]=3[N:18]=2)C=CC=CC=1.[CH3:28][NH:29][C@@H:30]1[CH2:35][CH2:34][C@H:33]([OH:36])[CH2:32][CH2:31]1. (5) Given the product [CH2:1]([N:2]1[C:6]([O:7][S:8]([C:11]([F:14])([F:12])[F:13])(=[O:10])=[O:9])=[CH:5][C:4]([C:15]([F:18])([F:16])[F:17])=[N:3]1)[CH3:19], predict the reactants needed to synthesize it. The reactants are: [CH3:1][N:2]1[C:6]([O:7][S:8]([C:11]([F:14])([F:13])[F:12])(=[O:10])=[O:9])=[CH:5][C:4]([C:15]([F:18])([F:17])[F:16])=[N:3]1.[CH3:19]C1SC(C2C=NC=CC=2)=NC=1OS(C(F)(F)F)(=O)=O.C(O)(=O)C(O)=O.C(NN)C. (6) Given the product [Cl:19][C:2]1[S:3][C:4]2[C:9]([NH:10][C@H:11]([CH2:14][CH2:15][CH3:16])[CH2:12][OH:13])=[N:8][C:7]([S:17][S:17][C:7]3[N:8]=[C:9]([NH:10][C@@H:11]([CH2:12][OH:13])[CH2:14][CH2:15][CH3:16])[C:4]4[S:3][C:2]([Cl:19])=[N:18][C:5]=4[N:6]=3)=[N:6][C:5]=2[N:18]=1, predict the reactants needed to synthesize it. The reactants are: N[C:2]1[S:3][C:4]2[C:9]([NH:10][C@H:11]([CH2:14][CH2:15][CH3:16])[CH2:12][OH:13])=[N:8][C:7]([SH:17])=[N:6][C:5]=2[N:18]=1.[ClH:19].N([O-])=O.[Na+]. (7) Given the product [Br:12][CH2:8][C:7]1[C:2]([Cl:1])=[C:3]([OH:10])[CH:4]=[CH:5][CH:6]=1, predict the reactants needed to synthesize it. The reactants are: [Cl:1][C:2]1[C:7]([CH2:8]O)=[CH:6][CH:5]=[CH:4][C:3]=1[OH:10].P(Br)(Br)[Br:12].O.